From a dataset of NCI-60 drug combinations with 297,098 pairs across 59 cell lines. Regression. Given two drug SMILES strings and cell line genomic features, predict the synergy score measuring deviation from expected non-interaction effect. (1) Drug 1: CCCCCOC(=O)NC1=NC(=O)N(C=C1F)C2C(C(C(O2)C)O)O. Drug 2: COCCOC1=C(C=C2C(=C1)C(=NC=N2)NC3=CC=CC(=C3)C#C)OCCOC.Cl. Cell line: RPMI-8226. Synergy scores: CSS=9.06, Synergy_ZIP=0.899, Synergy_Bliss=3.45, Synergy_Loewe=1.68, Synergy_HSA=1.57. (2) Drug 1: C1C(C(OC1N2C=NC3=C(N=C(N=C32)Cl)N)CO)O. Drug 2: N.N.Cl[Pt+2]Cl. Cell line: DU-145. Synergy scores: CSS=64.1, Synergy_ZIP=0.0313, Synergy_Bliss=-2.34, Synergy_Loewe=-0.599, Synergy_HSA=2.49. (3) Drug 1: CNC(=O)C1=CC=CC=C1SC2=CC3=C(C=C2)C(=NN3)C=CC4=CC=CC=N4. Drug 2: C1CCC(C1)C(CC#N)N2C=C(C=N2)C3=C4C=CNC4=NC=N3. Cell line: SK-MEL-2. Synergy scores: CSS=1.06, Synergy_ZIP=3.46, Synergy_Bliss=7.19, Synergy_Loewe=-0.0297, Synergy_HSA=1.06. (4) Drug 2: CC1CCC2CC(C(=CC=CC=CC(CC(C(=O)C(C(C(=CC(C(=O)CC(OC(=O)C3CCCCN3C(=O)C(=O)C1(O2)O)C(C)CC4CCC(C(C4)OC)OP(=O)(C)C)C)C)O)OC)C)C)C)OC. Drug 1: CC1=C(C(=CC=C1)Cl)NC(=O)C2=CN=C(S2)NC3=CC(=NC(=N3)C)N4CCN(CC4)CCO. Synergy scores: CSS=31.6, Synergy_ZIP=5.81, Synergy_Bliss=6.99, Synergy_Loewe=12.4, Synergy_HSA=13.8. Cell line: T-47D. (5) Drug 1: CC1CCC2CC(C(=CC=CC=CC(CC(C(=O)C(C(C(=CC(C(=O)CC(OC(=O)C3CCCCN3C(=O)C(=O)C1(O2)O)C(C)CC4CCC(C(C4)OC)OCCO)C)C)O)OC)C)C)C)OC. Drug 2: CS(=O)(=O)OCCCCOS(=O)(=O)C. Cell line: KM12. Synergy scores: CSS=7.06, Synergy_ZIP=-4.23, Synergy_Bliss=-3.12, Synergy_Loewe=-13.3, Synergy_HSA=-4.88. (6) Drug 1: C1CC(C1)(C(=O)O)C(=O)O.[NH2-].[NH2-].[Pt+2]. Drug 2: COC1=NC(=NC2=C1N=CN2C3C(C(C(O3)CO)O)O)N. Cell line: MCF7. Synergy scores: CSS=-1.50, Synergy_ZIP=0.104, Synergy_Bliss=2.72, Synergy_Loewe=-2.05, Synergy_HSA=-0.991. (7) Drug 1: C1CCN(CC1)CCOC2=CC=C(C=C2)C(=O)C3=C(SC4=C3C=CC(=C4)O)C5=CC=C(C=C5)O. Drug 2: C(CN)CNCCSP(=O)(O)O. Cell line: SF-295. Synergy scores: CSS=-0.362, Synergy_ZIP=0.132, Synergy_Bliss=-1.09, Synergy_Loewe=-4.11, Synergy_HSA=-3.55.